This data is from Full USPTO retrosynthesis dataset with 1.9M reactions from patents (1976-2016). The task is: Predict the reactants needed to synthesize the given product. (1) Given the product [CH3:22][N:21]([CH2:23][C:24]1[CH:25]=[C:26]([NH:27][CH:2]([C:14]2[CH:19]=[CH:18][CH:17]=[CH:16][CH:15]=2)[C:3]([C:5]2[C:13]3[C:8](=[CH:9][CH:10]=[CH:11][CH:12]=3)[NH:7][CH:6]=2)=[O:4])[CH:28]=[C:29]([O:31][CH3:32])[CH:30]=1)[CH3:20], predict the reactants needed to synthesize it. The reactants are: Cl[CH:2]([C:14]1[CH:19]=[CH:18][CH:17]=[CH:16][CH:15]=1)[C:3]([C:5]1[C:13]2[C:8](=[CH:9][CH:10]=[CH:11][CH:12]=2)[NH:7][CH:6]=1)=[O:4].[CH3:20][N:21]([CH2:23][C:24]1[CH:25]=[C:26]([CH:28]=[C:29]([O:31][CH3:32])[CH:30]=1)[NH2:27])[CH3:22]. (2) Given the product [F:1][C:2]1[CH:8]=[CH:7][CH:6]=[C:5]([N+:9]([O-:11])=[O:10])[C:3]=1[NH:4][C:21](=[O:23])[CH3:22], predict the reactants needed to synthesize it. The reactants are: [F:1][C:2]1[CH:8]=[CH:7][CH:6]=[C:5]([N+:9]([O-:11])=[O:10])[C:3]=1[NH2:4].CCN(C(C)C)C(C)C.[C:21](Cl)(=[O:23])[CH3:22].